From a dataset of B-cell epitopes from IEDB database with 3,159 antigens for binding position prediction. Token-level Classification. Given an antigen amino acid sequence, predict which amino acid positions are active epitope sites capable of antibody binding. Output is a list of indices for active positions. (1) Given the antigen sequence: AKDVKFGADARALMLQGVDLLADAVAVTMGPKGRTVIIEQSWGSPKVTKDGVTVAKSIDLKDKYKNIGAKLVQDVANNTNEEAGDGTTTATVLARSIAKEGFEKISKGANPVEIRRGVMLAVDAVIAELKKQSKPVTTPEEIAQVATISANGDKDIGNIISDAMKKVGRKGVITVKDGKTLNDELEIIEGMKFDRGYISPYFINTSKGQKCEFQDAYVLLSEKKISSVQSIVPALEIANAHRKPLVIIAEDVDGEALSTLVLNRLKVGLQVVAVKAPGFGDNRKNQLKDMAIATGGAVFGEEGLNLNLEDVQAHDLGKVGEVIVTKDDAMLLKGKGDKAHIEKRIQEITEQLDITTSEYEKEKLNERLAKLSDGVAVLKVGGTSDVEVNEKKDRVTDALNATRAAVEEGIVLGGGCALLRCIPALDSLKPANEDQKIGIEIIKRALKIPAMTIAKNAGVEGSLIVEKILQSSSEVGYDAMLGDFVNMVEKGIIDPTKVVR..., which amino acid positions are active epitope sites? The epitope positions are: [356, 357, 358, 359, 360, 361, 362, 363, 364, 365, 366, 367, 368, 369, 370]. The amino acids at these positions are: SEYEKEKLNERLAKL. (2) The epitope positions are: [119, 120, 121, 122, 123, 124, 125, 126, 127, 128, 129, 130, 131, 132, 133, 134, 135, 136, 137, 138... (24 total positions)]. The amino acids at these positions are: RGVAGKVVAGIGILAIRWRLPSGT. Given the antigen sequence: MNSGTLAGSLIFAAVLVMLIAVLARLMMRGWRRRSERQAELLGDLPDVPEHVSSATVTTRGLYVGATLSPAWNERVTVGDLGYRSKAVLTRYPSGIMVERARAQPIWIPTESIAAIRMERGVAGKVVAGIGILAIRWRLPSGTEIDVGFRADNRDEYQEWLEEPV, which amino acid positions are active epitope sites? (3) Given the antigen sequence: MRTLEPPNRMRIGLMGIVVALLVVAVGQSFTSVPMLFAKPSYYGQFTDSGGLHKGDRVRIAGLGVGTVEGLKIDGDHIVVKFSIGTNTIGTESRLAIRTDTILGRKVLEIEPRGAQALPPGGVLPVGQSTTPYQIYDAFFDVTKAASGWDIETVKRSLNVLSETVDQTYPHLSAALDGVAKFSDTIGKRDEQITHLLAQANQVASILGDRSEQVDRLLVNAKTLIAAFNERGRAVDALLGNISAFSAQVQNLINDNPNLNHVLEQLRILTDLLVDRKEDLAETLTILGRFSASFGETFASGPYFKVLLANLVPGQILQPFVDAAFKKRGISPEDFWRSAGLPAYRWPDPNGTRFPNGAPPPPPPVLEGTPEHPGPAVPPGSPCSYTPPADGLPRPWDPLPCANLTQGPFGGPDFPAPLDVATSPPNPDGPPPAPGLPIAGRPGEVPPNVPGTPVPIPQEAPPGARTLPLGPAPGPAPPPAAPGPPAPPGPGPQLPAPFIN..., which amino acid positions are active epitope sites? The epitope positions are: [179, 180, 181, 182, 183, 184, 185, 186, 187, 188, 189, 190, 191, 192, 193]. The amino acids at these positions are: AKFSDTIGKRDEQIT. (4) Given the antigen sequence: ATRRYYLGAVELSWDYMQSDLGELPVDARFPPRVPKSFPFNTSVVYKKTLFVEFTDHLFNIAKPRPPWMGLLGPTIQAEVYDTVVITLKNMASHPVSLHAVGVSYWKASEGAEYDDQTSQREKEDDKVFPGGSHTYVWQVLKENGPMASDPLCLTYSYLSHVDLVKDLNSGLIGALLVCREGSLAKEKTQTLHKFILLFAVFDEGKSWHSETKNSLMQDRDAASARAWPKMHTVNGYVNRSLPGLIGCHRKSVYWHVIGMGTTPEVHSIFLEGHTFLVRNHRQASLEISPITFLTAQTLLMDLGQFLLFCHISSHQHDGMEAYVKVDSCPEEPQLRMKNNEEAEDYDDDLTDSEMDVVRFDDDNSPSFIQIRSVAKKHPKTWVHYIAAEEEDWDYAPLVLAPDDRSYKSQYLNNGPQRIGRKYKKVRFMAYTDETFKTREAIQHESGILGPLLYGEVGDTLLIIFKNQASRPYNIYPHGITDVRPLYSRRLPKGVKHLKD..., which amino acid positions are active epitope sites? The epitope positions are: [741, 742, 743, 744, 745, 746, 747, 748, 749, 750, 751, 752, 753]. The amino acids at these positions are: FSQNPPVLKRHQR. (5) The epitope positions are: [187, 188, 189, 190, 191, 192, 193, 194, 195, 196, 197, 198, 199, 200, 201, 202]. The amino acids at these positions are: STMVKEYRQKIDALKA. Given the antigen sequence: MGKIIKSLSRFGKKVGNALTSNTAKKIYSTIGKAAERFAESEIGSAAIDGLVQGSVHSIMTGESYGESVKQAVLLNVLGAGDEIPDPLSPGERGIQMKIKEIEEEQRNELVRLKHGKEITKKFGEELEEIYQFMNGEVKDEEEQEEQYKVLCKAVNSYEKLLIAENDKMHILARALQREAAERTEAESTMVKEYRQKIDALKAAIEIERDGMQEEAIQEIAGMTADVLEAASEEVPLVGSGMASAIATGRAIEGAYKLKKVINALSGIDLSHLRTPKIEPTMVATTLEHRFEDIPDKKLAMSILAKNNAITANTREIQHIKEEILPKFKKVMDEEKELEGIDDKKIHPRVMMRFKVPRSQQPQIHIYSAPWDSDDVFFFHCISHFHANESFFLGFDLGIDVVHFEDLAAHWHALGAAQEAKGRTLNEAYREFLNLAIGSTYTSPMHARRMIRSKTVHPIYLGSMHYDITYDTLKSNAQRIVYDDELQMHILRGPLHFQRR..., which amino acid positions are active epitope sites?